This data is from M1 muscarinic receptor antagonist screen with 61,756 compounds. The task is: Binary Classification. Given a drug SMILES string, predict its activity (active/inactive) in a high-throughput screening assay against a specified biological target. (1) The molecule is Clc1ccc(OCC(OCC(=O)N2CCCC2)=O)cc1. The result is 0 (inactive). (2) The result is 0 (inactive). The compound is S(C(C)C)c1nc2[nH]c3c(c2nn1)cc(OC)cc3. (3) The compound is S(=O)(=O)(N1CCCC1)c1ccc(S(=O)(=O)N2CCCCCC2)cc1. The result is 0 (inactive). (4) The drug is O=c1n(c(=O)n(c2nc(n(c12)Cc1c(cccc1)C)CN1CCc2c(C1)cccc2)C)C. The result is 0 (inactive).